From a dataset of Full USPTO retrosynthesis dataset with 1.9M reactions from patents (1976-2016). Predict the reactants needed to synthesize the given product. (1) Given the product [CH3:1][CH:2]1[CH2:3][C:4]([C:9]2[CH:14]=[CH:13][N:12]=[CH:11][C:10]=2[N+:15]([O-:17])=[O:16])=[CH:5][CH:6]=[CH:7]1, predict the reactants needed to synthesize it. The reactants are: [CH3:1][CH:2]1[CH2:7][CH:6](O)[CH:5]=[C:4]([C:9]2[CH:14]=[CH:13][N:12]=[CH:11][C:10]=2[N+:15]([O-:17])=[O:16])[CH2:3]1.CC1C=CC(S(O)(=O)=O)=CC=1.CCOC(C)=O. (2) The reactants are: Br[C:2]1[CH:7]=[C:6]([N+:8]([O-])=O)[C:5]([NH2:11])=[C:4]([CH3:12])[CH:3]=1.[F:13][C:14]1[CH:19]=[CH:18][CH:17]=[CH:16][C:15]=1B1OC(C)(C)C(C)(C)O1. Given the product [F:13][C:14]1[CH:19]=[CH:18][CH:17]=[CH:16][C:15]=1[C:2]1[CH:3]=[C:4]([CH3:12])[C:5]([NH2:11])=[C:6]([NH2:8])[CH:7]=1, predict the reactants needed to synthesize it. (3) Given the product [CH3:8][N:9]([CH3:40])[CH2:10][C:11]([NH:13][CH2:14][C:15]1([C:28]2[CH:33]=[CH:32][CH:31]=[C:30]([C:34]3[CH:35]=[N:36][N:37]([CH3:39])[CH:38]=3)[CH:29]=2)[CH2:20][CH2:19][NH:18][CH2:17][CH2:16]1)=[O:12], predict the reactants needed to synthesize it. The reactants are: C(O)(C(F)(F)F)=O.[CH3:8][N:9]([CH3:40])[CH2:10][C:11]([NH:13][CH2:14][C:15]1([C:28]2[CH:33]=[CH:32][CH:31]=[C:30]([C:34]3[CH:35]=[N:36][N:37]([CH3:39])[CH:38]=3)[CH:29]=2)[CH2:20][CH2:19][N:18](C(OC(C)(C)C)=O)[CH2:17][CH2:16]1)=[O:12]. (4) Given the product [O:1]=[C:2]1[CH2:3][CH:4]([NH:11][C:14](=[O:23])[O:40][CH2:33][C:34]2[CH:39]=[CH:38][CH:37]=[CH:36][CH:35]=2)[CH2:5]1, predict the reactants needed to synthesize it. The reactants are: [O:1]=[C:2]1[CH2:5][CH:4](C(O)=O)[CH2:3]1.C([N:11]([CH2:14]C)CC)C.C1(P(N=[N+]=[N-])(C2C=CC=CC=2)=[O:23])C=CC=CC=1.[CH2:33]([OH:40])[C:34]1[CH:39]=[CH:38][CH:37]=[CH:36][CH:35]=1. (5) Given the product [NH:18]1[C:19]2[C:15](=[CH:14][C:13]([CH:6]([C:7]3[CH:8]=[CH:9][CH:10]=[CH:11][CH:12]=3)[CH2:5][C:4]([OH:22])=[O:3])=[CH:21][CH:20]=2)[CH:16]=[CH:17]1, predict the reactants needed to synthesize it. The reactants are: C([O:3][C:4](=[O:22])[CH2:5][CH:6]([C:13]1[CH:14]=[C:15]2[C:19](=[CH:20][CH:21]=1)[NH:18][CH:17]=[CH:16]2)[C:7]1[CH:12]=[CH:11][CH:10]=[CH:9][CH:8]=1)C.O.[OH-].[K+]. (6) Given the product [CH2:1]([O:3][C:4](=[O:16])[CH2:5][O:6][C:7]1[CH:12]=[CH:11][CH:10]=[CH:9][C:8]=1[CH2:13][CH2:14][CH3:15])[CH3:2], predict the reactants needed to synthesize it. The reactants are: [CH2:1]([O:3][C:4](=[O:16])[CH2:5][O:6][C:7]1[CH:12]=[CH:11][CH:10]=[CH:9][C:8]=1[CH2:13][CH:14]=[CH2:15])[CH3:2].[H][H]. (7) Given the product [ClH:65].[NH2:54][CH2:53][C@H:50]1[CH2:51][CH2:52][C@H:47]([C:45]([NH:44][C@H:29]([C:30](=[O:43])[NH:31][C:32]2[CH:37]=[CH:36][C:35]([C:38]3[N:39]=[N:40][NH:41][N:42]=3)=[CH:34][CH:33]=2)[CH2:28][C:25]2[CH:24]=[CH:23][C:22]([C:19]3[CH:20]=[CH:21][C:16]([C:14]([NH:13][CH2:12][CH2:11][N:10]([CH2:8][CH3:9])[CH2:63][CH3:64])=[O:15])=[CH:17][C:18]=3[CH3:62])=[CH:27][CH:26]=2)=[O:46])[CH2:48][CH2:49]1, predict the reactants needed to synthesize it. The reactants are: FC(F)(F)C(O)=O.[CH2:8]([N:10]([CH2:63][CH3:64])[CH2:11][CH2:12][NH:13][C:14]([C:16]1[CH:21]=[CH:20][C:19]([C:22]2[CH:27]=[CH:26][C:25]([CH2:28][C@H:29]([NH:44][C:45]([C@H:47]3[CH2:52][CH2:51][C@H:50]([CH2:53][NH:54]C(=O)OC(C)(C)C)[CH2:49][CH2:48]3)=[O:46])[C:30](=[O:43])[NH:31][C:32]3[CH:37]=[CH:36][C:35]([C:38]4[N:39]=[N:40][NH:41][N:42]=4)=[CH:34][CH:33]=3)=[CH:24][CH:23]=2)=[C:18]([CH3:62])[CH:17]=1)=[O:15])[CH3:9].[ClH:65]. (8) Given the product [C:1]([C:5]1[N:10]=[C:9]([Cl:18])[CH:8]=[C:7]([CH2:12][CH2:13][O:14][CH3:15])[N:6]=1)([CH3:4])([CH3:3])[CH3:2], predict the reactants needed to synthesize it. The reactants are: [C:1]([C:5]1[N:10]=[C:9](O)[CH:8]=[C:7]([CH2:12][CH2:13][O:14][CH3:15])[N:6]=1)([CH3:4])([CH3:3])[CH3:2].O=P(Cl)(Cl)[Cl:18].O. (9) Given the product [C:38]([C:2]1[C:10]2[CH2:9][CH2:8][N:7]([C:11]3[CH:16]=[CH:15][C:14]([N:17]4[CH:22]=[CH:21][CH:20]=[CH:19][C:18]4=[O:23])=[CH:13][CH:12]=3)[C:6](=[O:24])[C:5]=2[N:4]([C:25]2[CH:30]=[CH:29][C:28]([O:31][CH3:32])=[CH:27][CH:26]=2)[N:3]=1)(=[O:39])[CH3:37], predict the reactants needed to synthesize it. The reactants are: Br[C:2]1[C:10]2[CH2:9][CH2:8][N:7]([C:11]3[CH:16]=[CH:15][C:14]([N:17]4[CH:22]=[CH:21][CH:20]=[CH:19][C:18]4=[O:23])=[CH:13][CH:12]=3)[C:6](=[O:24])[C:5]=2[N:4]([C:25]2[CH:30]=[CH:29][C:28]([O:31][CH3:32])=[CH:27][CH:26]=2)[N:3]=1.[Li+].[Cl-].Cl.C1C[O:39][CH2:38][CH2:37]1.